Dataset: Forward reaction prediction with 1.9M reactions from USPTO patents (1976-2016). Task: Predict the product of the given reaction. (1) Given the reactants C[O:2][C:3](=[O:45])[C:4]1[CH:9]=[CH:8][C:7]([O:10][C:11]2[CH:16]=[CH:15][C:14]([CH2:17][C@@H:18]([C:28]3[N:29]([CH2:41][CH2:42][CH2:43][CH3:44])[CH:30]=[C:31]([C:33]4[CH:38]=[CH:37][C:36]([Cl:39])=[CH:35][C:34]=4[Cl:40])[N:32]=3)[NH:19][C:20](=[O:27])[CH2:21][CH2:22][CH2:23][C:24]([OH:26])=O)=[CH:13][CH:12]=2)=[CH:6][CH:5]=1.[F:46][C:47]1[CH:48]=[C:49]([CH:52]=[CH:53][CH:54]=1)[CH2:50][NH2:51], predict the reaction product. The product is: [CH2:41]([N:29]1[CH:30]=[C:31]([C:33]2[CH:38]=[CH:37][C:36]([Cl:39])=[CH:35][C:34]=2[Cl:40])[N:32]=[C:28]1[C@@H:18]([NH:19][C:20](=[O:27])[CH2:21][CH2:22][CH2:23][C:24](=[O:26])[NH:51][CH2:50][C:49]1[CH:52]=[CH:53][CH:54]=[C:47]([F:46])[CH:48]=1)[CH2:17][C:14]1[CH:13]=[CH:12][C:11]([O:10][C:7]2[CH:6]=[CH:5][C:4]([C:3]([OH:2])=[O:45])=[CH:9][CH:8]=2)=[CH:16][CH:15]=1)[CH2:42][CH2:43][CH3:44]. (2) Given the reactants Cl[C:2]1[CH:7]=[CH:6][N:5]=[C:4]([N+:8]([O-:10])=[O:9])[C:3]=1[N:11]([CH3:17])[C:12](=[O:16])[O:13][CH2:14][CH3:15].[OH:18][C:19]1[CH:25]=[CH:24][C:22]([NH2:23])=[CH:21][CH:20]=1, predict the reaction product. The product is: [NH2:23][C:22]1[CH:24]=[CH:25][C:19]([O:18][C:2]2[CH:7]=[CH:6][N:5]=[C:4]([N+:8]([O-:10])=[O:9])[C:3]=2[N:11]([CH3:17])[C:12](=[O:16])[O:13][CH2:14][CH3:15])=[CH:20][CH:21]=1. (3) Given the reactants [OH-].[Na+].O.[CH:4]1([CH2:7][O:8][C:9]2[CH:10]=[CH:11][C:12]([N+:19]([O-:21])=[O:20])=[C:13]([CH:18]=2)[C:14]([O:16]C)=[O:15])[CH2:6][CH2:5]1.Cl, predict the reaction product. The product is: [CH:4]1([CH2:7][O:8][C:9]2[CH:10]=[CH:11][C:12]([N+:19]([O-:21])=[O:20])=[C:13]([CH:18]=2)[C:14]([OH:16])=[O:15])[CH2:6][CH2:5]1. (4) Given the reactants S(=O)(=O)(O)[OH:2].B(F)(F)F.CC[O:12][CH2:13][CH3:14].Br[C:16]12[CH2:25][C:20]3([CH3:26])[CH2:21][CH:22]([CH2:24][C:18]([CH3:27])([CH2:19]3)[CH2:17]1)[CH2:23]2, predict the reaction product. The product is: [CH3:27][C:18]12[CH2:24][CH:22]3[CH2:21][C:20]([CH3:26])([CH2:25][C:16]([CH2:14][C:13]([OH:12])=[O:2])([CH2:23]3)[CH2:17]1)[CH2:19]2. (5) Given the reactants [NH2:1][C:2]1[N:6]([CH:7]2[CH2:12][CH2:11]C[N:9]([CH2:13][C:14]#[N:15])[CH2:8]2)[N:5]=[C:4]([C:16]2[CH:21]=[CH:20][C:19]([O:22][C:23]3[CH:28]=[CH:27][CH:26]=[CH:25][CH:24]=3)=[CH:18][CH:17]=2)[C:3]=1[C:29]([NH2:31])=[O:30].NC1N(C2CCNCC2)N=C(C2C=CC(OC3C=CC=CC=3)=CC=2)C=1C(N)=O.BrCC#N, predict the reaction product. The product is: [NH2:1][C:2]1[N:6]([CH:7]2[CH2:12][CH2:11][N:9]([CH2:13][C:14]#[N:15])[CH2:8]2)[N:5]=[C:4]([C:16]2[CH:17]=[CH:18][C:19]([O:22][C:23]3[CH:24]=[CH:25][CH:26]=[CH:27][CH:28]=3)=[CH:20][CH:21]=2)[C:3]=1[C:29]([NH2:31])=[O:30]. (6) Given the reactants O1CCCCC1[N:7]1[C:15]2[C:10](=[CH:11][C:12]([C:16]3[N:20]=[CH:19][N:18](C(C4C=CC=CC=4)(C4C=CC=CC=4)C4C=CC=CC=4)[N:17]=3)=[CH:13][CH:14]=2)[C:9]([C:40]2[CH:41]=[C:42]([NH2:46])[CH:43]=[CH:44][CH:45]=2)=[N:8]1.[CH3:47][O:48][C:49]1[CH:57]=[CH:56][C:52]([C:53](Cl)=[O:54])=[CH:51][CH:50]=1.O, predict the reaction product. The product is: [NH:18]1[CH:19]=[N:20][C:16]([C:12]2[CH:11]=[C:10]3[C:15](=[CH:14][CH:13]=2)[NH:7][N:8]=[C:9]3[C:40]2[CH:41]=[C:42]([NH:46][C:53]([C:52]3[CH:56]=[CH:57][C:49]([O:48][CH3:47])=[CH:50][CH:51]=3)=[O:54])[CH:43]=[CH:44][CH:45]=2)=[N:17]1.